This data is from Forward reaction prediction with 1.9M reactions from USPTO patents (1976-2016). The task is: Predict the product of the given reaction. (1) The product is: [CH3:42][O:41][C:38]1[CH:39]=[CH:40][C:35]([CH2:34][O:33][CH2:32][C:31]([C:2]2[S:1][C:5]([C:6]3[C:7]4[CH:14]=[CH:13][N:12]([CH2:15][O:16][CH2:17][CH2:18][Si:19]([CH3:22])([CH3:21])[CH3:20])[C:8]=4[N:9]=[CH:10][N:11]=3)=[CH:4][N:3]=2)=[O:43])=[CH:36][CH:37]=1. Given the reactants [S:1]1[C:5]([C:6]2[C:7]3[CH:14]=[CH:13][N:12]([CH2:15][O:16][CH2:17][CH2:18][Si:19]([CH3:22])([CH3:21])[CH3:20])[C:8]=3[N:9]=[CH:10][N:11]=2)=[CH:4][N:3]=[CH:2]1.C([Li])CCC.CON(C)[C:31](=[O:43])[CH2:32][O:33][CH2:34][C:35]1[CH:40]=[CH:39][C:38]([O:41][CH3:42])=[CH:37][CH:36]=1, predict the reaction product. (2) Given the reactants [C:1]([O:5][C:6]([C:8]1[C:9]([C:14]2[CH:19]=[CH:18][C:17]([CH2:20][N:21]3[C:25]([CH:26]=[N:27][OH:28])=[C:24]([CH:29]=[CH2:30])[N:23]=[C:22]3[O:31][CH2:32][CH3:33])=[C:16]([F:34])[CH:15]=2)=[CH:10][CH:11]=[CH:12][CH:13]=1)=[O:7])([CH3:4])([CH3:3])[CH3:2], predict the reaction product. The product is: [C:1]([O:5][C:6]([C:8]1[C:9]([C:14]2[CH:19]=[CH:18][C:17]([CH2:20][N:21]3[C:25]([CH:26]=[N:27][OH:28])=[C:24]([CH2:29][CH3:30])[N:23]=[C:22]3[O:31][CH2:32][CH3:33])=[C:16]([F:34])[CH:15]=2)=[CH:10][CH:11]=[CH:12][CH:13]=1)=[O:7])([CH3:2])([CH3:4])[CH3:3]. (3) Given the reactants C([O-])=O.[NH4+].C([N:18]1[CH2:21][C:20]2([CH2:24][CH2:23][C@@H:22]2[NH:25][C:26](=[O:32])[O:27][C:28]([CH3:31])([CH3:30])[CH3:29])[CH2:19]1)(C1C=CC=CC=1)C1C=CC=CC=1, predict the reaction product. The product is: [CH2:19]1[C:20]2([CH2:24][CH2:23][C@@H:22]2[NH:25][C:26](=[O:32])[O:27][C:28]([CH3:30])([CH3:29])[CH3:31])[CH2:21][NH:18]1. (4) Given the reactants [F:1][C:2]([F:15])([F:14])[C:3](=[O:13])[CH2:4][CH2:5][CH2:6][CH2:7][CH2:8][C:9]([O:11]C)=O.[C:16]([C:18]1[CH:19]=[C:20]([CH:22]=[CH:23][CH:24]=1)[NH2:21])#[N:17].NC1C=CC=CC=1, predict the reaction product. The product is: [C:16]([C:18]1[CH:19]=[C:20]([NH:21][C:9](=[O:11])[CH2:8][CH2:7][CH2:6][CH2:5][CH2:4][C:3](=[O:13])[C:2]([F:1])([F:15])[F:14])[CH:22]=[CH:23][CH:24]=1)#[N:17]. (5) Given the reactants [CH3:1][C:2]1[CH:6]=[CH:5][S:4][C:3]=1[C:7]1[C:8](=[O:34])[NH:9][C:10](=[O:33])[N:11]([CH2:13][CH2:14][CH2:15][CH2:16][N:17]2[CH2:22][C@H:21]3[C@:19]([C:23]4[CH:28]=[CH:27][C:26]([C:29]([F:32])([F:31])[F:30])=[CH:25][CH:24]=4)([CH2:20]3)[CH2:18]2)[CH:12]=1.[ClH:35], predict the reaction product. The product is: [ClH:35].[CH3:1][C:2]1[CH:6]=[CH:5][S:4][C:3]=1[C:7]1[C:8](=[O:34])[NH:9][C:10](=[O:33])[N:11]([CH2:13][CH2:14][CH2:15][CH2:16][N:17]2[CH2:22][C@H:21]3[C@:19]([C:23]4[CH:28]=[CH:27][C:26]([C:29]([F:30])([F:32])[F:31])=[CH:25][CH:24]=4)([CH2:20]3)[CH2:18]2)[CH:12]=1.